This data is from Full USPTO retrosynthesis dataset with 1.9M reactions from patents (1976-2016). The task is: Predict the reactants needed to synthesize the given product. (1) Given the product [NH2:38][C:34]1([C:31]2[CH:32]=[CH:33][C:28]([C:20]3[O:19][C:17]4[N:18]=[C:13]([NH:12][CH2:11][CH2:10][CH2:9][OH:8])[N:14]=[C:15]([O:46][CH3:47])[C:16]=4[C:21]=3[C:22]3[CH:23]=[CH:24][CH:25]=[CH:26][CH:27]=3)=[CH:29][CH:30]=2)[CH2:35][CH2:36][CH2:37]1, predict the reactants needed to synthesize it. The reactants are: C(O)(C(F)(F)F)=O.[OH:8][CH2:9][CH2:10][CH2:11][NH:12][C:13]1[N:14]=[C:15]([O:46][CH3:47])[C:16]2[C:21]([C:22]3[CH:27]=[CH:26][CH:25]=[CH:24][CH:23]=3)=[C:20]([C:28]3[CH:33]=[CH:32][C:31]([C:34]4([NH:38]C(=O)OC(C)(C)C)[CH2:37][CH2:36][CH2:35]4)=[CH:30][CH:29]=3)[O:19][C:17]=2[N:18]=1. (2) The reactants are: [NH2:1][C:2]1[CH:3]=[CH:4][C:5](CO)=[C:6]2[C:11]=1[CH:10]=[C:9](O)[CH:8]=[CH:7]2.N1C=CN=C1.Cl[Si](C(C)C)(C(C)C)C(C)C.O. Given the product [C:2]1([NH2:1])[C:11]2[C:6](=[CH:7][CH:8]=[CH:9][CH:10]=2)[CH:5]=[CH:4][CH:3]=1, predict the reactants needed to synthesize it. (3) Given the product [Cl:9][C:6]1[N:5]=[CH:4][C:3]([C:10]([N:12]2[CH2:17][CH2:16][CH:15]([C:18]3[CH:23]=[CH:22][C:21]([F:24])=[CH:20][CH:19]=3)[CH2:14][CH2:13]2)=[O:11])=[C:2]([NH:25][C:26]2[CH:27]=[C:28]([CH3:32])[CH:29]=[CH:30][CH:31]=2)[C:7]=1[CH3:8], predict the reactants needed to synthesize it. The reactants are: Cl[C:2]1[C:7]([CH3:8])=[C:6]([Cl:9])[N:5]=[CH:4][C:3]=1[C:10]([N:12]1[CH2:17][CH2:16][CH:15]([C:18]2[CH:23]=[CH:22][C:21]([F:24])=[CH:20][CH:19]=2)[CH2:14][CH2:13]1)=[O:11].[NH2:25][C:26]1[CH:31]=[CH:30][CH:29]=[C:28]([CH3:32])[CH:27]=1. (4) Given the product [F:67][C:58]1[CH:59]=[CH:60][CH:61]=[C:62]([C:63]([F:66])([F:65])[F:64])[C:57]=1[NH:54][C:55](=[O:56])[NH:32][C:33]1[CH:34]=[CH:35][C:36]([C:39]2[S:43][C:42]([CH:44]3[CH2:45][CH2:46][CH:47]([C:50]([O:52][CH3:53])=[O:51])[CH2:48][CH2:49]3)=[N:41][CH:40]=2)=[CH:37][CH:38]=1, predict the reactants needed to synthesize it. The reactants are: FC(F)(F)C1C=C(NC(=O)NC2C=CC(C3SC(CCC(OC)=O)=NC=3)=CC=2)C=CC=1.[NH2:32][C:33]1[CH:38]=[CH:37][C:36]([C:39]2[S:43][C:42]([CH:44]3[CH2:49][CH2:48][CH:47]([C:50]([O:52][CH3:53])=[O:51])[CH2:46][CH2:45]3)=[N:41][CH:40]=2)=[CH:35][CH:34]=1.[N:54]([C:57]1[C:62]([C:63]([F:66])([F:65])[F:64])=[CH:61][CH:60]=[CH:59][C:58]=1[F:67])=[C:55]=[O:56]. (5) Given the product [CH3:46][N:45]([CH3:47])[CH2:44][CH2:43][CH2:42][C:54]([O:1][CH:2]([CH2:3][CH2:4][CH2:5][CH2:6][CH2:7][C:8]([O:10][CH:11]([CH2:16][CH2:17][CH2:18][CH3:19])[CH2:12][CH2:13][CH2:14][CH3:15])=[O:9])[CH2:20][CH2:21][CH2:22][CH2:23][CH2:24][C:25]([O:27][CH:28]([CH2:33][CH2:34][CH2:35][CH3:36])[CH2:29][CH2:30][CH2:31][CH3:32])=[O:26])=[O:55], predict the reactants needed to synthesize it. The reactants are: [OH:1][CH:2]([CH2:20][CH2:21][CH2:22][CH2:23][CH2:24][C:25]([O:27][CH:28]([CH2:33][CH2:34][CH2:35][CH3:36])[CH2:29][CH2:30][CH2:31][CH3:32])=[O:26])[CH2:3][CH2:4][CH2:5][CH2:6][CH2:7][C:8]([O:10][CH:11]([CH2:16][CH2:17][CH2:18][CH3:19])[CH2:12][CH2:13][CH2:14][CH3:15])=[O:9].CCN=C=N[CH2:42][CH2:43][CH2:44][N:45]([CH3:47])[CH3:46].Cl.Cl.CN(C(CC)[C:54](O)=[O:55])C. (6) Given the product [C:9]1([C:19]2[CH:24]=[CH:23][CH:22]=[CH:21][CH:20]=2)[CH:14]=[CH:13][C:12]([S:15]([N:1]([C:2]2[O:6][N:5]=[C:4]([CH3:7])[C:3]=2[Br:8])[S:15]([C:12]2[CH:11]=[CH:10][C:9]([C:19]3[CH:24]=[CH:23][CH:22]=[CH:21][CH:20]=3)=[CH:14][CH:13]=2)(=[O:17])=[O:16])(=[O:17])=[O:16])=[CH:11][CH:10]=1, predict the reactants needed to synthesize it. The reactants are: [NH2:1][C:2]1[O:6][N:5]=[C:4]([CH3:7])[C:3]=1[Br:8].[C:9]1([C:19]2[CH:24]=[CH:23][CH:22]=[CH:21][CH:20]=2)[CH:14]=[CH:13][C:12]([S:15](Cl)(=[O:17])=[O:16])=[CH:11][CH:10]=1. (7) Given the product [Cl:14][C:11]1[C:12]([CH3:13])=[C:7]([CH:5]2[CH2:4][N:3]([C:43]([C:41]3[CH:40]=[N:39][N:38]([CH3:37])[CH:42]=3)=[O:44])[CH2:6]2)[C:8]([O:28][CH3:29])=[C:9]([CH:15]([N:17]2[C:21]3=[N:22][CH:23]=[N:24][C:25]([NH2:26])=[C:20]3[C:19]([CH3:27])=[N:18]2)[CH3:16])[CH:10]=1, predict the reactants needed to synthesize it. The reactants are: Cl.Cl.[NH:3]1[CH2:6][CH:5]([C:7]2[C:8]([O:28][CH3:29])=[C:9]([CH:15]([N:17]3[C:21]4=[N:22][CH:23]=[N:24][C:25]([NH2:26])=[C:20]4[C:19]([CH3:27])=[N:18]3)[CH3:16])[CH:10]=[C:11]([Cl:14])[C:12]=2[CH3:13])[CH2:4]1.C(N(CC)CC)C.[CH3:37][N:38]1[CH:42]=[C:41]([C:43](Cl)=[O:44])[CH:40]=[N:39]1. (8) The reactants are: Cl[C:2]1[C:11]([C:12]([OH:14])=[O:13])=[CH:10][C:9]2[C:4](=[CH:5][CH:6]=[C:7]([Cl:15])[CH:8]=2)[N:3]=1.[CH3:16][N:17]1[C:31]2[C:26](=[CH:27][CH:28]=[CH:29][CH:30]=2)[C:19]([CH2:20][C@@H:21]([C:23]([OH:25])=[O:24])[NH2:22])=[CH:18]1. Given the product [C:23]([C@@H:21]([NH:22][C:2]1[C:11]([C:12]([OH:14])=[O:13])=[CH:10][C:9]2[C:4](=[CH:5][CH:6]=[C:7]([Cl:15])[CH:8]=2)[N:3]=1)[CH2:20][C:19]1[C:26]2[C:31](=[CH:30][CH:29]=[CH:28][CH:27]=2)[N:17]([CH3:16])[CH:18]=1)([OH:25])=[O:24], predict the reactants needed to synthesize it.